The task is: Predict the reactants needed to synthesize the given product.. This data is from Full USPTO retrosynthesis dataset with 1.9M reactions from patents (1976-2016). (1) Given the product [NH2:7][C:2]1[CH:3]=[CH:4][CH:5]=[CH:6][C:1]=1[NH:8][C:10]1[CH:11]=[C:12]2[C:17](=[CH:18][N:19]=1)[CH2:16][N:15]([C:20]1[C:25]([F:26])=[C:24]([O:27][CH3:28])[CH:23]=[C:22]([O:29][CH3:30])[C:21]=1[F:31])[C:14](=[O:32])[C:13]12[CH2:34][CH2:33]1, predict the reactants needed to synthesize it. The reactants are: [C:1]1([NH2:8])[C:2]([NH2:7])=[CH:3][CH:4]=[CH:5][CH:6]=1.Cl[C:10]1[CH:11]=[C:12]2[C:17](=[CH:18][N:19]=1)[CH2:16][N:15]([C:20]1[C:25]([F:26])=[C:24]([O:27][CH3:28])[CH:23]=[C:22]([O:29][CH3:30])[C:21]=1[F:31])[C:14](=[O:32])[C:13]12[CH2:34][CH2:33]1.C1(P(C2CCCCC2)C2C(OC)=CC=C(OC)C=2C2C(C(C)C)=CC(C(C)C)=CC=2C(C)C)CCCCC1.CC(C)([O-])C.[Na+].N#N. (2) Given the product [C:16]([C:20]1[CH:24]=[C:23]([NH:25][C:26]([NH:28][C:29]2[C:38]3[C:33](=[CH:34][CH:35]=[CH:36][CH:37]=3)[C:32]([O:39][C:40]3[CH:45]=[CH:44][N:43]=[C:42]([NH:10][C:9]4[CH:11]=[C:12]([O:14][CH3:15])[CH:13]=[C:7]([S:4]([CH:1]5[CH2:3][CH2:2]5)(=[O:6])=[O:5])[CH:8]=4)[N:41]=3)=[CH:31][CH:30]=2)=[O:27])[N:22]([C:47]2[CH:52]=[CH:51][C:50]([O:53][CH3:54])=[CH:49][CH:48]=2)[N:21]=1)([CH3:19])([CH3:17])[CH3:18], predict the reactants needed to synthesize it. The reactants are: [CH:1]1([S:4]([C:7]2[CH:8]=[C:9]([CH:11]=[C:12]([O:14][CH3:15])[CH:13]=2)[NH2:10])(=[O:6])=[O:5])[CH2:3][CH2:2]1.[C:16]([C:20]1[CH:24]=[C:23]([NH:25][C:26]([NH:28][C:29]2[C:38]3[C:33](=[CH:34][CH:35]=[CH:36][CH:37]=3)[C:32]([O:39][C:40]3[CH:45]=[CH:44][N:43]=[C:42](Cl)[N:41]=3)=[CH:31][CH:30]=2)=[O:27])[N:22]([C:47]2[CH:52]=[CH:51][C:50]([O:53][CH3:54])=[CH:49][CH:48]=2)[N:21]=1)([CH3:19])([CH3:18])[CH3:17].C([O-])(O)=O.[Na+].